From a dataset of Forward reaction prediction with 1.9M reactions from USPTO patents (1976-2016). Predict the product of the given reaction. (1) Given the reactants [F:1][C:2]1[CH:7]=[C:6]([F:8])[CH:5]=[CH:4][C:3]=1I.[CH3:10][O:11][C:12]([C:14]1[CH:19]=[CH:18][C:17](B(O)O)=[CH:16][CH:15]=1)=[O:13].[F-].[Cs+], predict the reaction product. The product is: [CH3:10][O:11][C:12]([C:14]1[CH:19]=[CH:18][C:17]([C:3]2[CH:4]=[CH:5][C:6]([F:8])=[CH:7][C:2]=2[F:1])=[CH:16][CH:15]=1)=[O:13]. (2) Given the reactants [F:1][C:2]1[CH:3]=[C:4]([C:13]2[CH:18]=[CH:17][CH:16]=[CH:15][C:14]=2[C:19]([F:22])([F:21])[F:20])[C:5]2[O:9][CH:8]([CH2:10][NH2:11])[CH2:7][C:6]=2[CH:12]=1.C(N(C(C)C)CC)(C)C.Cl[C:33]([O:35][CH2:36][C:37]1[CH:42]=[CH:41][CH:40]=[CH:39][CH:38]=1)=[O:34], predict the reaction product. The product is: [F:1][C:2]1[CH:3]=[C:4]([C:13]2[CH:18]=[CH:17][CH:16]=[CH:15][C:14]=2[C:19]([F:22])([F:20])[F:21])[C:5]2[O:9][CH:8]([CH2:10][NH:11][C:33](=[O:34])[O:35][CH2:36][C:37]3[CH:42]=[CH:41][CH:40]=[CH:39][CH:38]=3)[CH2:7][C:6]=2[CH:12]=1. (3) Given the reactants C([O:8][NH:9][C:10](=[O:32])[CH2:11][C@H:12]([C:22]1[O:23][CH:24]=[C:25]([CH2:27][NH:28][CH:29]([CH3:31])[CH3:30])[N:26]=1)[CH2:13][CH2:14][CH2:15][CH:16]1[CH2:21][CH2:20][CH2:19][CH2:18][CH2:17]1)C1C=CC=CC=1, predict the reaction product. The product is: [CH:16]1([CH2:15][CH2:14][CH2:13][C@@H:12]([C:22]2[O:23][CH:24]=[C:25]([CH2:27][NH:28][CH:29]([CH3:31])[CH3:30])[N:26]=2)[CH2:11][C:10]([NH:9][OH:8])=[O:32])[CH2:17][CH2:18][CH2:19][CH2:20][CH2:21]1.